This data is from Catalyst prediction with 721,799 reactions and 888 catalyst types from USPTO. The task is: Predict which catalyst facilitates the given reaction. Reactant: [NH2:1][C@H:2]1[C@H:7]2[C@@H:3]1[O:4][C:5]1[CH:11]=[CH:10][C:9]([O:12][C:13]3[CH:22]=[CH:21][N:20]=[C:19]4[C:14]=3[CH2:15][CH2:16][C:17](=[O:23])[NH:18]4)=[CH:8][C:6]=12.[CH3:24][N:25]1[C:30]([CH3:32])([CH3:31])[CH2:29][CH:28]([O:33][C:34]2[CH:42]=[CH:41][C:37]([C:38](O)=[O:39])=[CH:36][C:35]=2[C:43]([F:46])([F:45])[F:44])[CH2:27][C:26]1([CH3:48])[CH3:47].CN(C(ON1N=NC2C=CC=NC1=2)=[N+](C)C)C.F[P-](F)(F)(F)(F)F.CCN(C(C)C)C(C)C. Product: [O:23]=[C:17]1[NH:18][C:19]2[N:20]=[CH:21][CH:22]=[C:13]([O:12][C:9]3[CH:10]=[CH:11][C:5]4[O:4][C@@H:3]5[C@@H:2]([NH:1][C:38](=[O:39])[C:37]6[CH:41]=[CH:42][C:34]([O:33][CH:28]7[CH2:27][C:26]([CH3:47])([CH3:48])[N:25]([CH3:24])[C:30]([CH3:32])([CH3:31])[CH2:29]7)=[C:35]([C:43]([F:45])([F:44])[F:46])[CH:36]=6)[C@@H:7]5[C:6]=4[CH:8]=3)[C:14]=2[CH2:15][CH2:16]1. The catalyst class is: 3.